Dataset: Forward reaction prediction with 1.9M reactions from USPTO patents (1976-2016). Task: Predict the product of the given reaction. (1) Given the reactants [CH:1]1([N:7]([CH2:18][CH3:19])[C:8](=O)[CH2:9][CH2:10][C:11]2[CH:16]=[CH:15][CH:14]=[CH:13][CH:12]=2)[CH2:6][CH2:5][CH2:4][CH2:3][CH2:2]1.[H-].[Al+3].[Li+].[H-].[H-].[H-].O.O.O.O.O.O.O.O.O.O.S([O-])([O-])(=O)=O.[Na+].[Na+], predict the reaction product. The product is: [C:11]1([CH2:10][CH2:9][CH2:8][N:7]([CH:1]2[CH2:2][CH2:3][CH2:4][CH2:5][CH2:6]2)[CH2:18][CH3:19])[CH:16]=[CH:15][CH:14]=[CH:13][CH:12]=1. (2) Given the reactants [NH2:1][C:2]1[CH:10]=[CH:9][CH:8]=[C:7]2[C:3]=1[C:4](=[O:42])[N:5]([CH2:12][C:13]([O:15][C@H:16]([C:27]1[CH:32]=[CH:31][C:30]([O:33][CH:34]([F:36])[F:35])=[C:29]([O:37][CH2:38][CH:39]3[CH2:41][CH2:40]3)[CH:28]=1)[CH2:17][C:18]1[C:23]([Cl:24])=[CH:22][N+:21]([O-:25])=[CH:20][C:19]=1[Cl:26])=[O:14])[C:6]2=[O:11].[CH3:43][O:44][CH2:45][C:46](Cl)=[O:47], predict the reaction product. The product is: [Cl:24][C:23]1[CH:22]=[N+:21]([O-:25])[CH:20]=[C:19]([Cl:26])[C:18]=1[CH2:17][C@@H:16]([C:27]1[CH:32]=[CH:31][C:30]([O:33][CH:34]([F:35])[F:36])=[C:29]([O:37][CH2:38][CH:39]2[CH2:40][CH2:41]2)[CH:28]=1)[O:15][C:13](=[O:14])[CH2:12][N:5]1[C:4](=[O:42])[C:3]2[C:7](=[CH:8][CH:9]=[CH:10][C:2]=2[NH:1][C:46](=[O:47])[CH2:45][O:44][CH3:43])[C:6]1=[O:11]. (3) Given the reactants C1C=CC(P(C2C(C3C(P(C4C=CC=CC=4)C4C=CC=CC=4)=CC=C4C=3C=CC=C4)=C3C(C=CC=C3)=CC=2)C2C=CC=CC=2)=CC=1.Cl[C:48]1[C:53]([C:54]2[CH:59]=[CH:58][N:57]=[CH:56][N:55]=2)=[CH:52][CH:51]=[CH:50][N:49]=1.[C:60]([O:64][C:65](=[O:75])[NH:66][C:67]1[CH:72]=[CH:71][C:70]([CH3:73])=[C:69]([NH2:74])[CH:68]=1)([CH3:63])([CH3:62])[CH3:61].C([O-])([O-])=O.[K+].[K+], predict the reaction product. The product is: [C:60]([O:64][C:65](=[O:75])[NH:66][C:67]1[CH:72]=[CH:71][C:70]([CH3:73])=[C:69]([NH:74][C:48]2[C:53]([C:54]3[CH:59]=[CH:58][N:57]=[CH:56][N:55]=3)=[CH:52][CH:51]=[CH:50][N:49]=2)[CH:68]=1)([CH3:63])([CH3:61])[CH3:62].